Dataset: Peptide-MHC class I binding affinity with 185,985 pairs from IEDB/IMGT. Task: Regression. Given a peptide amino acid sequence and an MHC pseudo amino acid sequence, predict their binding affinity value. This is MHC class I binding data. (1) The peptide sequence is TMMRHRREL. The MHC is HLA-A01:01 with pseudo-sequence HLA-A01:01. The binding affinity (normalized) is 0.0847. (2) The peptide sequence is GQRVYSWVY. The MHC is HLA-A26:01 with pseudo-sequence HLA-A26:01. The binding affinity (normalized) is 0.0847. (3) The peptide sequence is IQRRGAQFQ. The MHC is HLA-B48:01 with pseudo-sequence HLA-B48:01. The binding affinity (normalized) is 0.0847. (4) The peptide sequence is FTAAVTSPL. The MHC is Patr-B0101 with pseudo-sequence Patr-B0101. The binding affinity (normalized) is 0.750. (5) The peptide sequence is SVFELSNFA. The MHC is HLA-A03:01 with pseudo-sequence HLA-A03:01. The binding affinity (normalized) is 0.0847. (6) The MHC is HLA-A03:01 with pseudo-sequence HLA-A03:01. The binding affinity (normalized) is 0.0847. The peptide sequence is HERPVILSL.